Dataset: NCI-60 drug combinations with 297,098 pairs across 59 cell lines. Task: Regression. Given two drug SMILES strings and cell line genomic features, predict the synergy score measuring deviation from expected non-interaction effect. (1) Drug 1: CC(CN1CC(=O)NC(=O)C1)N2CC(=O)NC(=O)C2. Drug 2: C1=CC=C(C=C1)NC(=O)CCCCCCC(=O)NO. Cell line: RPMI-8226. Synergy scores: CSS=35.3, Synergy_ZIP=-1.27, Synergy_Bliss=-1.70, Synergy_Loewe=-2.28, Synergy_HSA=2.04. (2) Drug 1: CC(CN1CC(=O)NC(=O)C1)N2CC(=O)NC(=O)C2. Drug 2: CC1C(C(CC(O1)OC2CC(CC3=C2C(=C4C(=C3O)C(=O)C5=CC=CC=C5C4=O)O)(C(=O)C)O)N)O. Cell line: NCIH23. Synergy scores: CSS=33.9, Synergy_ZIP=-5.88, Synergy_Bliss=-6.97, Synergy_Loewe=-25.4, Synergy_HSA=-5.05. (3) Drug 1: CNC(=O)C1=CC=CC=C1SC2=CC3=C(C=C2)C(=NN3)C=CC4=CC=CC=N4. Drug 2: C1C(C(OC1N2C=NC(=NC2=O)N)CO)O. Cell line: 786-0. Synergy scores: CSS=8.03, Synergy_ZIP=-3.37, Synergy_Bliss=-0.712, Synergy_Loewe=-8.12, Synergy_HSA=-1.61. (4) Drug 2: C1=NC2=C(N1)C(=S)N=CN2. Synergy scores: CSS=42.3, Synergy_ZIP=-5.68, Synergy_Bliss=-6.20, Synergy_Loewe=-7.77, Synergy_HSA=-2.82. Cell line: HCT116. Drug 1: CCC1=CC2CC(C3=C(CN(C2)C1)C4=CC=CC=C4N3)(C5=C(C=C6C(=C5)C78CCN9C7C(C=CC9)(C(C(C8N6C)(C(=O)OC)O)OC(=O)C)CC)OC)C(=O)OC.C(C(C(=O)O)O)(C(=O)O)O. (5) Drug 1: COC1=CC(=CC(=C1O)OC)C2C3C(COC3=O)C(C4=CC5=C(C=C24)OCO5)OC6C(C(C7C(O6)COC(O7)C8=CC=CS8)O)O. Drug 2: CC12CCC3C(C1CCC2O)C(CC4=C3C=CC(=C4)O)CCCCCCCCCS(=O)CCCC(C(F)(F)F)(F)F. Cell line: PC-3. Synergy scores: CSS=20.3, Synergy_ZIP=-1.42, Synergy_Bliss=-0.549, Synergy_Loewe=-7.45, Synergy_HSA=-0.0522. (6) Drug 1: CC12CCC(CC1=CCC3C2CCC4(C3CC=C4C5=CN=CC=C5)C)O. Drug 2: CC1C(C(CC(O1)OC2CC(CC3=C2C(=C4C(=C3O)C(=O)C5=C(C4=O)C(=CC=C5)OC)O)(C(=O)C)O)N)O.Cl. Cell line: U251. Synergy scores: CSS=47.6, Synergy_ZIP=0.705, Synergy_Bliss=1.67, Synergy_Loewe=-22.0, Synergy_HSA=2.68. (7) Drug 1: CC1=C2C(C(=O)C3(C(CC4C(C3C(C(C2(C)C)(CC1OC(=O)C(C(C5=CC=CC=C5)NC(=O)OC(C)(C)C)O)O)OC(=O)C6=CC=CC=C6)(CO4)OC(=O)C)OC)C)OC. Drug 2: C1=CC(=CC=C1C#N)C(C2=CC=C(C=C2)C#N)N3C=NC=N3. Cell line: HCT116. Synergy scores: CSS=33.5, Synergy_ZIP=-5.61, Synergy_Bliss=-14.0, Synergy_Loewe=-49.1, Synergy_HSA=-13.8. (8) Drug 1: CC12CCC3C(C1CCC2=O)CC(=C)C4=CC(=O)C=CC34C. Drug 2: CCC1(CC2CC(C3=C(CCN(C2)C1)C4=CC=CC=C4N3)(C5=C(C=C6C(=C5)C78CCN9C7C(C=CC9)(C(C(C8N6C=O)(C(=O)OC)O)OC(=O)C)CC)OC)C(=O)OC)O.OS(=O)(=O)O. Cell line: SF-268. Synergy scores: CSS=62.2, Synergy_ZIP=-1.26, Synergy_Bliss=2.77, Synergy_Loewe=-5.73, Synergy_HSA=1.84. (9) Drug 1: CC1=CC2C(CCC3(C2CCC3(C(=O)C)OC(=O)C)C)C4(C1=CC(=O)CC4)C. Cell line: OVCAR-5. Drug 2: C1=CC(=CC=C1C#N)C(C2=CC=C(C=C2)C#N)N3C=NC=N3. Synergy scores: CSS=-3.65, Synergy_ZIP=1.46, Synergy_Bliss=0.567, Synergy_Loewe=-2.51, Synergy_HSA=-3.02.